From a dataset of Forward reaction prediction with 1.9M reactions from USPTO patents (1976-2016). Predict the product of the given reaction. (1) The product is: [Cl:1][C:2]1[C:3]2[N:4]([C:8]([CH:11]3[CH2:12][C:13]4([O:30][CH2:29][CH2:28][O:15]4)[CH2:14]3)=[N:9][CH:10]=2)[CH:5]=[CH:6][N:7]=1. Given the reactants [Cl:1][C:2]1[C:3]2[N:4]([C:8]([CH:11]3[CH2:14][C:13](=[O:15])[CH2:12]3)=[N:9][CH:10]=2)[CH:5]=[CH:6][N:7]=1.CC1C=CC(S(O)(=O)=O)=CC=1.O.[CH2:28](O)[CH2:29][OH:30], predict the reaction product. (2) Given the reactants Br[C:2]1[CH:3]=[CH:4][C:5]([O:10][CH:11]2[CH2:14][O:13][CH2:12]2)=[C:6]([CH:9]=1)[C:7]#[N:8].[B:15]1([B:15]2[O:19][C:18]([CH3:21])([CH3:20])[C:17]([CH3:23])([CH3:22])[O:16]2)[O:19][C:18]([CH3:21])([CH3:20])[C:17]([CH3:23])([CH3:22])[O:16]1.C([O-])(=O)C.[K+], predict the reaction product. The product is: [O:13]1[CH2:14][CH:11]([O:10][C:5]2[CH:4]=[CH:3][C:2]([B:15]3[O:19][C:18]([CH3:21])([CH3:20])[C:17]([CH3:23])([CH3:22])[O:16]3)=[CH:9][C:6]=2[C:7]#[N:8])[CH2:12]1. (3) Given the reactants [Br:1][C:2]1[CH:8]=[CH:7][CH:6]=[CH:5][C:3]=1[NH2:4].[N:9]([O-])=O.[Na+].[CH3:13][C:14]1([CH3:23])[CH2:19][CH:18]([OH:20])[CH2:17][C:16]([CH3:22])([CH3:21])[NH:15]1.[OH-].[Na+], predict the reaction product. The product is: [Br:1][C:2]1[CH:8]=[CH:7][CH:6]=[CH:5][C:3]=1[N:4]=[N:9][N:15]1[C:16]([CH3:22])([CH3:21])[CH2:17][CH:18]([OH:20])[CH2:19][C:14]1([CH3:23])[CH3:13]. (4) Given the reactants Cl.Cl.[Cl:3][C:4]1[C:9]([O:10][CH2:11][CH2:12][F:13])=[CH:8][C:7]([N:14]2[CH2:19][CH2:18][NH:17][CH2:16][CH2:15]2)=[C:6]([F:20])[CH:5]=1.[NH:21]1[CH:25]=[CH:24][N:23]=[C:22]1[C:26]1[C:34]2[C:29](=[N:30][CH:31]=[CH:32][CH:33]=2)[N:28]([CH2:35][C:36](O)=[O:37])[N:27]=1, predict the reaction product. The product is: [Cl:3][C:4]1[C:9]([O:10][CH2:11][CH2:12][F:13])=[CH:8][C:7]([N:14]2[CH2:15][CH2:16][N:17]([C:36](=[O:37])[CH2:35][N:28]3[C:29]4=[N:30][CH:31]=[CH:32][CH:33]=[C:34]4[C:26]([C:22]4[NH:21][CH:25]=[CH:24][N:23]=4)=[N:27]3)[CH2:18][CH2:19]2)=[C:6]([F:20])[CH:5]=1. (5) The product is: [ClH:1].[Cl:1][C:2]1[S:6][C:5]([C:7]([NH2:13])=[NH:8])=[CH:4][CH:3]=1. Given the reactants [Cl:1][C:2]1[S:6][C:5]([C:7]#[N:8])=[CH:4][CH:3]=1.C[O-].[Na+].[Cl-].[NH4+:13], predict the reaction product.